Predict which catalyst facilitates the given reaction. From a dataset of Catalyst prediction with 721,799 reactions and 888 catalyst types from USPTO. Reactant: [Br:1][C:2]1[C:3]([O:19][CH3:20])=[CH:4][C:5]([OH:18])=[C:6]([C:8](=O)[CH2:9][C:10]2[CH:15]=[CH:14][C:13]([OH:16])=[CH:12][CH:11]=2)[CH:7]=1.[F:21][C:22]([F:34])([F:33])[C:23]1[CH:28]=[CH:27][C:26]([CH2:29][C:30](O)=[O:31])=[CH:25][CH:24]=1.C(C1NC=CN=1)(C1NC=CN=1)=O.C(=O)([O-])[O-].[K+].[K+]. Product: [Br:1][C:2]1[CH:7]=[C:6]2[C:5](=[CH:4][C:3]=1[O:19][CH3:20])[O:18][C:30](=[O:31])[C:29]([C:26]1[CH:25]=[CH:24][C:23]([C:22]([F:21])([F:33])[F:34])=[CH:28][CH:27]=1)=[C:8]2[CH2:9][C:10]1[CH:15]=[CH:14][C:13]([OH:16])=[CH:12][CH:11]=1. The catalyst class is: 18.